This data is from Catalyst prediction with 721,799 reactions and 888 catalyst types from USPTO. The task is: Predict which catalyst facilitates the given reaction. (1) Reactant: C([N:8]1[CH:12]=[C:11]([CH2:13][CH2:14][CH2:15][C:16]([OH:18])=[O:17])[N:10]=[N:9]1)C1C=CC=CC=1. Product: [NH:8]1[CH:12]=[C:11]([CH2:13][CH2:14][CH2:15][C:16]([OH:18])=[O:17])[N:10]=[N:9]1. The catalyst class is: 14. (2) Reactant: [F:1][C:2]1[C:3]([C:10]2[CH:15]=[CH:14][N:13]=[C:12]([C:16]([F:19])([F:18])[F:17])[CH:11]=2)=[N:4][CH:5]=[C:6]([CH2:8][NH2:9])[CH:7]=1.[C:20]([O:24][C:25]([N:27]1[CH2:32][CH2:31][N:30]([C:33]2[CH:41]=[CH:40][C:36]([C:37](O)=[O:38])=[CH:35][N:34]=2)[CH2:29][CH2:28]1)=[O:26])([CH3:23])([CH3:22])[CH3:21].CN(C(ON1N=NC2C=CC=NC1=2)=[N+](C)C)C.F[P-](F)(F)(F)(F)F.C(N(CC)C(C)C)(C)C. Product: [F:1][C:2]1[C:3]([C:10]2[CH:15]=[CH:14][N:13]=[C:12]([C:16]([F:19])([F:17])[F:18])[CH:11]=2)=[N:4][CH:5]=[C:6]([CH2:8][NH:9][C:37]([C:36]2[CH:40]=[CH:41][C:33]([N:30]3[CH2:31][CH2:32][N:27]([C:25]([O:24][C:20]([CH3:23])([CH3:22])[CH3:21])=[O:26])[CH2:28][CH2:29]3)=[N:34][CH:35]=2)=[O:38])[CH:7]=1. The catalyst class is: 3. (3) Product: [C:11]([O:10][C:8]([N:4]1[CH2:5][CH2:6][CH2:7][CH:2]([NH:1][C:17](=[O:18])[C:16]([F:22])([F:21])[F:15])[CH2:3]1)=[O:9])([CH3:14])([CH3:13])[CH3:12]. Reactant: [NH2:1][CH:2]1[CH2:7][CH2:6][CH2:5][N:4]([C:8]([O:10][C:11]([CH3:14])([CH3:13])[CH3:12])=[O:9])[CH2:3]1.[F:15][C:16]([F:22])([F:21])[C:17](OC)=[O:18].C(Cl)Cl.CO.N. The catalyst class is: 5. (4) Reactant: [CH3:1][O:2][C:3]1[CH:8]=[C:7]([N+:9]([O-:11])=[O:10])[CH:6]=[CH:5][C:4]=1[N:12]=[C:13]=[O:14].[NH2:15][C:16]1[CH:21]=[N:20][CH:19]=[CH:18][N:17]=1. Product: [CH3:1][O:2][C:3]1[CH:8]=[C:7]([N+:9]([O-:11])=[O:10])[CH:6]=[CH:5][C:4]=1[NH:12][C:13]([NH:15][C:16]1[CH:21]=[N:20][CH:19]=[CH:18][N:17]=1)=[O:14]. The catalyst class is: 1. (5) Product: [F:1][C:2]1[CH:3]=[C:4]([CH:22]=[CH:23][C:24]=1[F:25])[CH2:5][N:6]1[C:10]2=[N:11][C:12]([CH3:21])=[C:13]([C:16]([O:18][CH2:19][CH3:20])=[O:17])[C:14]([I:47])=[C:9]2[CH:8]=[CH:7]1. The catalyst class is: 10. Reactant: [F:1][C:2]1[CH:3]=[C:4]([CH:22]=[CH:23][C:24]=1[F:25])[CH2:5][N:6]1[C:10]2=[N:11][C:12]([CH3:21])=[C:13]([C:16]([O:18][CH2:19][CH3:20])=[O:17])[C:14](O)=[C:9]2[CH:8]=[CH:7]1.N1C=CC=CC=1.S(OS(C(F)(F)F)(=O)=O)(C(F)(F)F)(=O)=O.[I-:47].[Na+].Cl.C([O-])(O)=O.[Na+].O. (6) Reactant: [C:1]([O:5][C:6](=[O:26])[NH:7][CH2:8][C:9]1[CH:14]=[C:13]([O:15][C:16]2[CH:21]=[CH:20][CH:19]=[C:18]([Cl:22])[CH:17]=2)[CH:12]=[CH:11][C:10]=1[N+:23]([O-])=O)([CH3:4])([CH3:3])[CH3:2].[Cl-].[NH4+]. Product: [C:1]([O:5][C:6](=[O:26])[NH:7][CH2:8][C:9]1[CH:14]=[C:13]([O:15][C:16]2[CH:21]=[CH:20][CH:19]=[C:18]([Cl:22])[CH:17]=2)[CH:12]=[CH:11][C:10]=1[NH2:23])([CH3:4])([CH3:2])[CH3:3]. The catalyst class is: 190. (7) The catalyst class is: 501. Reactant: [Br:1][C:2]1[CH:7]=[CH:6][CH:5]=[CH:4][C:3]=1[S:8][C:9]1[CH:14]=[CH:13][C:12]([N+:15]([O-:17])=[O:16])=[CH:11][C:10]=1[S:18](O)=O. Product: [Br:1][C:2]1[C:3]2[S:8][C:9]3[C:10](=[CH:11][C:12]([N+:15]([O-:17])=[O:16])=[CH:13][CH:14]=3)[S:18][C:4]=2[CH:5]=[CH:6][CH:7]=1.